Dataset: Catalyst prediction with 721,799 reactions and 888 catalyst types from USPTO. Task: Predict which catalyst facilitates the given reaction. (1) Reactant: [CH3:1][O:2][C:3]1[CH:12]=[C:11]([S:13][C:14]2[C:15](Cl)=[N:16][CH:17]=[CH:18][N:19]=2)[C:10]([N+:21]([O-])=O)=[CH:9][C:4]=1[C:5]([O:7][CH3:8])=[O:6].[Na].N. Product: [CH3:1][O:2][C:3]1[C:4]([C:5]([O:7][CH3:8])=[O:6])=[CH:9][C:10]2[NH:21][C:15]3[N:16]=[CH:17][CH:18]=[N:19][C:14]=3[S:13][C:11]=2[CH:12]=1. The catalyst class is: 7. (2) Reactant: [H-].[H-].[H-].[H-].[Li+].[Al+3].C1COCC1.[C:12]1([CH2:18][N:19]2[CH2:30][CH2:29][C:22]3([NH:27][C:26](=O)[CH2:25][O:24][CH2:23]3)[CH2:21][CH2:20]2)[CH:17]=[CH:16][CH:15]=[CH:14][CH:13]=1.[OH-].[Na+]. Product: [C:12]1([CH2:18][N:19]2[CH2:30][CH2:29][C:22]3([NH:27][CH2:26][CH2:25][O:24][CH2:23]3)[CH2:21][CH2:20]2)[CH:17]=[CH:16][CH:15]=[CH:14][CH:13]=1. The catalyst class is: 6. (3) Reactant: [Cl:1][C:2]1[CH:3]=[C:4]([CH:16]=[CH:17][C:18]=1[Cl:19])[O:5][CH:6]1[CH2:11][CH2:10][N:9]([CH2:12][CH2:13][CH2:14][NH2:15])[CH2:8][CH2:7]1.C(=O)([O-])[O-].[K+].[K+].[N:26]1[CH:31]=[CH:30][CH:29]=[CH:28][C:27]=1[C:32]1[S:36][C:35]([S:37](Cl)(=[O:39])=[O:38])=[CH:34][CH:33]=1.O. Product: [Cl:1][C:2]1[CH:3]=[C:4]([CH:16]=[CH:17][C:18]=1[Cl:19])[O:5][CH:6]1[CH2:7][CH2:8][N:9]([CH2:12][CH2:13][CH2:14][NH:15][S:37]([C:35]2[S:36][C:32]([C:27]3[CH:28]=[CH:29][CH:30]=[CH:31][N:26]=3)=[CH:33][CH:34]=2)(=[O:38])=[O:39])[CH2:10][CH2:11]1. The catalyst class is: 21.